From a dataset of Reaction yield outcomes from USPTO patents with 853,638 reactions. Predict the reaction yield, written as a fraction of the theoretical maximum amount of product (1.0 means a 100% yield; for example, 0.34 means a 34% yield). (1) The reactants are [Cr](Cl)([O-])(=O)=O.[NH+]1C=CC=CC=1.[Cl:12][C:13]1[N:14]=[C:15]([N:28]2[CH2:33][CH2:32][CH:31]([CH2:34][OH:35])[CH2:30][CH2:29]2)[C:16]2[C:21]([C:22]3[CH:27]=[CH:26][CH:25]=[CH:24][CH:23]=3)=[CH:20][S:19][C:17]=2[N:18]=1. The catalyst is ClCCl. The product is [Cl:12][C:13]1[N:14]=[C:15]([N:28]2[CH2:29][CH2:30][CH:31]([CH:34]=[O:35])[CH2:32][CH2:33]2)[C:16]2[C:21]([C:22]3[CH:23]=[CH:24][CH:25]=[CH:26][CH:27]=3)=[CH:20][S:19][C:17]=2[N:18]=1. The yield is 1.00. (2) The reactants are [Cl:1][C:2]1[CH:18]=[CH:17][C:5]2[CH2:6][CH2:7][N:8]([C:11](=[O:16])[C:12]([F:15])([F:14])[F:13])[CH2:9][CH2:10][C:4]=2[C:3]=1OS(C(F)(F)F)(=O)=O.[NH2:27][CH2:28][C:29]1[CH:44]=[CH:43][C:32]([C:33]([NH:35][CH:36]2[CH2:42][CH2:41][CH2:40][CH2:39][CH2:38][CH2:37]2)=[O:34])=[C:31]([CH3:45])[CH:30]=1. The catalyst is C1(C)C=CC=CC=1. The product is [Cl:1][C:2]1[CH:18]=[CH:17][C:5]2[CH2:6][CH2:7][N:8]([C:11](=[O:16])[C:12]([F:15])([F:14])[F:13])[CH2:9][CH2:10][C:4]=2[C:3]=1[NH:27][CH2:28][C:29]1[CH:44]=[CH:43][C:32]([C:33](=[O:34])[NH:35][CH:36]2[CH2:37][CH2:38][CH2:39][CH2:40][CH2:41][CH2:42]2)=[C:31]([CH3:45])[CH:30]=1. The yield is 0.830. (3) The reactants are [CH3:1][O:2][C:3]([C:5]1[CH:14]=[C:13]([O:15][CH3:16])[C:12]2[C:7](=[C:8](Br)[CH:9]=[C:10]([F:17])[CH:11]=2)[N:6]=1)=[O:4].C1(P(C2C=CC=CC=2)C2C=CC3C(=CC=CC=3)C=2C2C3C(=CC=CC=3)C=CC=2P(C2C=CC=CC=2)C2C=CC=CC=2)C=CC=CC=1.[CH3:65][N:66]1[CH2:71][CH2:70][NH:69][CH2:68][CH2:67]1.C(=O)([O-])[O-].[Cs+].[Cs+]. The catalyst is C1(C)C=CC=CC=1. The product is [CH3:1][O:2][C:3]([C:5]1[CH:14]=[C:13]([O:15][CH3:16])[C:12]2[C:7](=[C:8]([N:69]3[CH2:70][CH2:71][N:66]([CH3:65])[CH2:67][CH2:68]3)[CH:9]=[C:10]([F:17])[CH:11]=2)[N:6]=1)=[O:4]. The yield is 0.900. (4) The reactants are Br[C:2]1[CH:24]=[CH:23][C:5]([O:6][CH2:7][CH:8]2[CH2:13][CH2:12][N:11]([CH2:14][C:15]3([C:19]([F:22])([F:21])[F:20])[CH2:18][CH2:17][CH2:16]3)[CH2:10][CH2:9]2)=[CH:4][CH:3]=1.[F:25][C:26]1[CH:31]=[C:30]([C:32]([O:34][CH3:35])=[O:33])[CH:29]=[CH:28][C:27]=1B(O)O.C([O-])([O-])=O.[Cs+].[Cs+].COCCOC. The catalyst is C1C=CC(P(C2C=CC=CC=2)[C-]2C=CC=C2)=CC=1.C1C=CC(P(C2C=CC=CC=2)[C-]2C=CC=C2)=CC=1.Cl[Pd]Cl.[Fe+2].O. The product is [F:25][C:26]1[CH:31]=[C:30]([C:32]([O:34][CH3:35])=[O:33])[CH:29]=[CH:28][C:27]=1[C:2]1[CH:3]=[CH:4][C:5]([O:6][CH2:7][CH:8]2[CH2:9][CH2:10][N:11]([CH2:14][C:15]3([C:19]([F:21])([F:22])[F:20])[CH2:16][CH2:17][CH2:18]3)[CH2:12][CH2:13]2)=[CH:23][CH:24]=1. The yield is 0.590. (5) The reactants are [CH2:1]([O:3][C:4](=[O:28])[CH:5]([C:13]1[CH:18]=[C:17]([Br:19])[CH:16]=[C:15]([O:20][CH2:21][C:22]2[CH:27]=[CH:26][CH:25]=[CH:24][CH:23]=2)[CH:14]=1)C(OC(C)(C)C)=O)[CH3:2]. The catalyst is CC(O)=O. The product is [CH2:1]([O:3][C:4](=[O:28])[CH2:5][C:13]1[CH:18]=[C:17]([Br:19])[CH:16]=[C:15]([O:20][CH2:21][C:22]2[CH:23]=[CH:24][CH:25]=[CH:26][CH:27]=2)[CH:14]=1)[CH3:2]. The yield is 0.970. (6) The reactants are [H-].[Na+].[OH2:3].Cl[C:5]1[C:13]([N+:14]([O-:16])=[O:15])=[CH:12][CH:11]=[C:10]([Cl:17])[C:6]=1[C:7]([NH2:9])=[O:8]. The catalyst is C1COCC1. The product is [Cl:17][C:10]1[C:6]([C:7]([NH2:9])=[O:8])=[C:5]([OH:3])[C:13]([N+:14]([O-:16])=[O:15])=[CH:12][CH:11]=1. The yield is 0.570.